Dataset: CYP3A4 inhibition data for predicting drug metabolism from PubChem BioAssay. Task: Regression/Classification. Given a drug SMILES string, predict its absorption, distribution, metabolism, or excretion properties. Task type varies by dataset: regression for continuous measurements (e.g., permeability, clearance, half-life) or binary classification for categorical outcomes (e.g., BBB penetration, CYP inhibition). Dataset: cyp3a4_veith. (1) The drug is COc1cc(N=Nc2cccc(S(N)(=O)=O)c2)c2ccccc2c1N. The result is 1 (inhibitor). (2) The molecule is CCCn1c2c(c(O)c(C(=O)NCc3ccccc3)c1=O)CCCC2. The result is 1 (inhibitor).